From a dataset of Peptide-MHC class I binding affinity with 185,985 pairs from IEDB/IMGT. Regression. Given a peptide amino acid sequence and an MHC pseudo amino acid sequence, predict their binding affinity value. This is MHC class I binding data. (1) The peptide sequence is VLATDVTSFL. The MHC is HLA-A02:01 with pseudo-sequence HLA-A02:01. The binding affinity (normalized) is 0.485. (2) The peptide sequence is SENDWFSCM. The MHC is HLA-B44:02 with pseudo-sequence HLA-B44:02. The binding affinity (normalized) is 0.718.